From a dataset of Forward reaction prediction with 1.9M reactions from USPTO patents (1976-2016). Predict the product of the given reaction. (1) Given the reactants Cl.[NH2:2][C@@H:3]1[CH2:8][CH2:7][CH2:6][N:5]([C:9]([C:11]2[S:12][C:13]([C:16]3[C:20]([CH3:21])=[C:19]([C:22]([F:25])([F:24])[F:23])[O:18][N:17]=3)=[CH:14][CH:15]=2)=[O:10])[CH2:4]1.C(N(CC)CC)C.[C:33](Cl)(=[O:35])[CH3:34], predict the reaction product. The product is: [CH3:21][C:20]1[C:16]([C:13]2[S:12][C:11]([C:9]([N:5]3[CH2:6][CH2:7][CH2:8][C@@H:3]([NH:2][C:33](=[O:35])[CH3:34])[CH2:4]3)=[O:10])=[CH:15][CH:14]=2)=[N:17][O:18][C:19]=1[C:22]([F:25])([F:24])[F:23]. (2) Given the reactants C(N(CC)CC)C.[CH2:8]([O:10][C:11]1[CH:16]=[C:15]([C:17]([CH3:21])([CH3:20])[CH2:18][OH:19])[CH:14]=[CH:13][C:12]=1[I:22])[CH3:9].[C]=[O:24].C[CH2:26][O:27][CH2:28]C, predict the reaction product. The product is: [CH2:8]([O:10][C:11]1[CH:16]=[C:15]([C:17]([CH3:21])([CH3:20])[CH2:18][OH:19])[CH:14]=[CH:13][C:12]=1[C:26]([O:27][CH3:28])=[O:24])[CH3:9].[CH2:8]([O:10][C:11]1[CH:16]=[C:15]([C:17]([CH3:21])([CH3:20])[CH2:18][OH:19])[CH:14]=[CH:13][C:12]=1[I:22])[CH3:9]. (3) Given the reactants [CH:1]1[CH:2]=[CH:3][C:4]2[NH:9][CH:8]=[C:7](C[C@@H](N)C(O)=O)[C:5]=2[CH:6]=1.O=C1O[C@H]([C@H](CO)O)C([O-])=C1O.C[N:29](C1C=CC2N=C3C(=CC(C=C3)=[N+](C)C)SC=2C=1)C, predict the reaction product. The product is: [NH:9]1[C:4]2[C:5](=[CH:6][CH:1]=[CH:2][CH:3]=2)[CH:7]=[C:8]1[NH2:29]. (4) Given the reactants C1CCN2C(=NCCC2)CC1.[CH:12](=[O:19])[C:13]1[CH:18]=[CH:17][CH:16]=[CH:15][CH:14]=1.[CH3:20][N:21]([CH3:30])[C:22]1[CH:27]=[CH:26][C:25]([N:28]=[O:29])=[CH:24][CH:23]=1, predict the reaction product. The product is: [CH3:20][N:21]([CH3:30])[C:22]1[CH:27]=[CH:26][C:25]([N:28]([OH:29])[C:12](=[O:19])[C:13]2[CH:18]=[CH:17][CH:16]=[CH:15][CH:14]=2)=[CH:24][CH:23]=1. (5) Given the reactants [H-].[Na+].[OH:3][C@@H:4]([CH2:15][O:16][CH:17]([CH3:19])[CH3:18])[C:5]([NH:7][C:8]1[CH:13]=[CH:12][C:11]([CH3:14])=[CH:10][N:9]=1)=[O:6].O([C:27]1[N:32]=[CH:31][N:30]=[C:29]2[N:33]([C:36]3[CH:41]=[CH:40][CH:39]=[CH:38][C:37]=3[C:42]([F:45])([F:44])[F:43])[N:34]=[CH:35][C:28]=12)C1C=CC=CC=1.C(O)(=O)CC(CC(O)=O)(C(O)=O)O, predict the reaction product. The product is: [CH:17]([O:16][CH2:15][C@H:4]([O:3][C:27]1[N:32]=[CH:31][N:30]=[C:29]2[N:33]([C:36]3[CH:41]=[CH:40][CH:39]=[CH:38][C:37]=3[C:42]([F:45])([F:44])[F:43])[N:34]=[CH:35][C:28]=12)[C:5]([NH:7][C:8]1[CH:13]=[CH:12][C:11]([CH3:14])=[CH:10][N:9]=1)=[O:6])([CH3:19])[CH3:18]. (6) Given the reactants [F-].C([N+](CCCC)(CCCC)CCCC)CCC.[F:19][C:20]1[CH:25]=[CH:24][C:23]([C:26]2[CH:34]=[C:33]3[C:29]([C:30]([NH:43][C:44](=[O:48])[CH2:45][CH2:46][CH3:47])=[N:31][N:32]3COCC[Si](C)(C)C)=[CH:28][CH:27]=2)=[CH:22][CH:21]=1.C(OCC)(=O)C, predict the reaction product. The product is: [F:19][C:20]1[CH:21]=[CH:22][C:23]([C:26]2[CH:34]=[C:33]3[C:29]([C:30]([NH:43][C:44](=[O:48])[CH2:45][CH2:46][CH3:47])=[N:31][NH:32]3)=[CH:28][CH:27]=2)=[CH:24][CH:25]=1. (7) Given the reactants Cl[C:2]1[N:7]=[CH:6][N:5]=[C:4]([O:8][C:9]2[CH:14]=[CH:13][CH:12]=[CH:11][C:10]=2/[C:15](=[CH:20]\[O:21][CH3:22])/[C:16]([O:18][CH3:19])=[O:17])[CH:3]=1.[C:23]([C:25]1[CH:30]=[CH:29][CH:28]=[CH:27][C:26]=1[OH:31])#[N:24].C(=O)([O-])[O-].[K+].[K+].C1N2CCN(CC2)C1, predict the reaction product. The product is: [C:23]([C:25]1[CH:30]=[CH:29][CH:28]=[CH:27][C:26]=1[O:31][C:2]1[N:7]=[CH:6][N:5]=[C:4]([O:8][C:9]2[CH:14]=[CH:13][CH:12]=[CH:11][C:10]=2/[C:15](=[CH:20]\[O:21][CH3:22])/[C:16]([O:18][CH3:19])=[O:17])[CH:3]=1)#[N:24]. (8) Given the reactants [CH:1]([C:3]1[CH:12]=[CH:11][C:6]([C:7]([O:9][CH3:10])=[O:8])=[CH:5][C:4]=1[OH:13])=[O:2].Br[CH2:15][C:16]1[CH:21]=[CH:20][CH:19]=[CH:18][CH:17]=1.C([O-])([O-])=O.[K+].[K+], predict the reaction product. The product is: [CH2:15]([O:13][C:4]1[CH:5]=[C:6]([CH:11]=[CH:12][C:3]=1[CH:1]=[O:2])[C:7]([O:9][CH3:10])=[O:8])[C:16]1[CH:21]=[CH:20][CH:19]=[CH:18][CH:17]=1.